From a dataset of NCI-60 drug combinations with 297,098 pairs across 59 cell lines. Regression. Given two drug SMILES strings and cell line genomic features, predict the synergy score measuring deviation from expected non-interaction effect. (1) Drug 1: CC(C)(C1=NC(=CC=C1)N2C3=NC(=NC=C3C(=O)N2CC=C)NC4=CC=C(C=C4)N5CCN(CC5)C)O. Drug 2: C1CCC(C(C1)[NH-])[NH-].C(=O)(C(=O)[O-])[O-].[Pt+4]. Cell line: HT29. Synergy scores: CSS=64.3, Synergy_ZIP=1.91, Synergy_Bliss=1.33, Synergy_Loewe=-2.80, Synergy_HSA=5.77. (2) Drug 1: CCC1(CC2CC(C3=C(CCN(C2)C1)C4=CC=CC=C4N3)(C5=C(C=C6C(=C5)C78CCN9C7C(C=CC9)(C(C(C8N6C=O)(C(=O)OC)O)OC(=O)C)CC)OC)C(=O)OC)O.OS(=O)(=O)O. Drug 2: CC=C1C(=O)NC(C(=O)OC2CC(=O)NC(C(=O)NC(CSSCCC=C2)C(=O)N1)C(C)C)C(C)C. Cell line: NCI-H460. Synergy scores: CSS=34.0, Synergy_ZIP=0.599, Synergy_Bliss=1.27, Synergy_Loewe=-19.7, Synergy_HSA=0.969. (3) Drug 1: CN1CCC(CC1)COC2=C(C=C3C(=C2)N=CN=C3NC4=C(C=C(C=C4)Br)F)OC. Drug 2: CN(C)N=NC1=C(NC=N1)C(=O)N. Cell line: HCT-15. Synergy scores: CSS=20.8, Synergy_ZIP=2.36, Synergy_Bliss=6.70, Synergy_Loewe=-0.159, Synergy_HSA=5.76. (4) Drug 1: CC1CCC2CC(C(=CC=CC=CC(CC(C(=O)C(C(C(=CC(C(=O)CC(OC(=O)C3CCCCN3C(=O)C(=O)C1(O2)O)C(C)CC4CCC(C(C4)OC)O)C)C)O)OC)C)C)C)OC. Drug 2: CC12CCC3C(C1CCC2O)C(CC4=C3C=CC(=C4)O)CCCCCCCCCS(=O)CCCC(C(F)(F)F)(F)F. Cell line: PC-3. Synergy scores: CSS=3.82, Synergy_ZIP=-2.34, Synergy_Bliss=-0.493, Synergy_Loewe=1.57, Synergy_HSA=1.57. (5) Drug 1: C1=C(C(=O)NC(=O)N1)N(CCCl)CCCl. Drug 2: CNC(=O)C1=NC=CC(=C1)OC2=CC=C(C=C2)NC(=O)NC3=CC(=C(C=C3)Cl)C(F)(F)F. Cell line: A498. Synergy scores: CSS=33.8, Synergy_ZIP=-10.0, Synergy_Bliss=-2.29, Synergy_Loewe=-2.87, Synergy_HSA=-0.459.